The task is: Predict the product of the given reaction.. This data is from Forward reaction prediction with 1.9M reactions from USPTO patents (1976-2016). (1) Given the reactants [C:9](O[C:9]([O:11][C:12]([CH3:15])([CH3:14])[CH3:13])=[O:10])([O:11][C:12]([CH3:15])([CH3:14])[CH3:13])=[O:10].[O:16]=[C:17]1[CH2:22][CH2:21][C:20]([NH2:29])([C:23]2[CH:28]=[CH:27][CH:26]=[CH:25][CH:24]=2)[CH2:19][CH2:18]1, predict the reaction product. The product is: [O:16]=[C:17]1[CH2:18][CH2:19][C:20]([NH:29][C:9](=[O:10])[O:11][C:12]([CH3:13])([CH3:14])[CH3:15])([C:23]2[CH:28]=[CH:27][CH:26]=[CH:25][CH:24]=2)[CH2:21][CH2:22]1. (2) Given the reactants [CH2:1]([O:4][C:5]1([CH3:48])[CH2:10][CH2:9][N:8]([C:11]2[N:16]3[N:17]=[C:18]([C:20]4[O:21][C:22]([CH2:25][C:26]5[CH:31]=[CH:30][CH:29]=[CH:28][C:27]=5[O:32][CH2:33]C=C)=[CH:23][N:24]=4)[CH:19]=[C:15]3[N:14]=[C:13]([CH3:36])[C:12]=2[C@H:37]([O:43][C:44]([CH3:47])([CH3:46])[CH3:45])[C:38]([O:40][CH2:41][CH3:42])=[O:39])[CH2:7][CH2:6]1)[CH:2]=[CH2:3], predict the reaction product. The product is: [C:44]([O:43][C@@H:37]([C:12]1[C:13]([CH3:36])=[N:14][C:15]2=[CH:19][C:18]3=[N:17][N:16]2[C:11]=1[N:8]1[CH2:7][CH2:6][C:5]([CH3:48])([O:4][CH2:1][CH:2]=[CH:3][CH2:33][O:32][C:27]2[CH:28]=[CH:29][CH:30]=[CH:31][C:26]=2[CH2:25][C:22]2[O:21][C:20]3=[N:24][CH:23]=2)[CH2:10][CH2:9]1)[C:38]([O:40][CH2:41][CH3:42])=[O:39])([CH3:47])([CH3:45])[CH3:46]. (3) The product is: [NH2:1][C:2]1[S:3][C@:4]2([C:28]([O-:30])=[O:29])[C@H:6]([C@:7]([C:10]3[CH:15]=[C:14]([NH:16][C:17](=[O:25])[C:18]4[CH:23]=[CH:22][C:21]([Cl:24])=[CH:20][N:19]=4)[CH:13]=[C:12]([F:26])[C:11]=3[F:27])([CH3:9])[N:8]=1)[CH2:5]2.[Li+:34]. Given the reactants [NH2:1][C:2]1[S:3][C@:4]2([C:28]([O:30]C)=[O:29])[C@H:6]([C@:7]([C:10]3[CH:15]=[C:14]([NH:16][C:17](=[O:25])[C:18]4[CH:23]=[CH:22][C:21]([Cl:24])=[CH:20][N:19]=4)[CH:13]=[C:12]([F:26])[C:11]=3[F:27])([CH3:9])[N:8]=1)[CH2:5]2.O.[OH-].[Li+:34].O, predict the reaction product. (4) Given the reactants [C:1]1([CH:7]2[CH2:12][CH2:11][N:10]([CH:13]3[CH2:20][C:19]4([C:21]([O:23]CC)=[O:22])[CH:15]([CH2:16][CH2:17][CH2:18]4)[CH2:14]3)[CH2:9][CH2:8]2)[CH:6]=[CH:5][CH:4]=[CH:3][CH:2]=1.[OH-].[Na+], predict the reaction product. The product is: [C:1]1([CH:7]2[CH2:8][CH2:9][N:10]([CH:13]3[CH2:20][C:19]4([C:21]([OH:23])=[O:22])[CH:15]([CH2:16][CH2:17][CH2:18]4)[CH2:14]3)[CH2:11][CH2:12]2)[CH:6]=[CH:5][CH:4]=[CH:3][CH:2]=1. (5) Given the reactants C(OC(=O)[NH:7][C:8]1[N:9]([CH3:26])[C:10](=[O:25])[C:11]([CH3:24])([CH3:23])[C@:12]([C:15]2[CH:20]=[C:19]([NH2:21])[CH:18]=[CH:17][C:16]=2[F:22])([CH3:14])[N:13]=1)(C)(C)C.[F:28][C:29]([F:38])([F:37])[C:30]1([C:34](O)=[O:35])[CH2:33][CH2:32][CH2:31]1, predict the reaction product. The product is: [NH2:7][C:8]1[N:9]([CH3:26])[C:10](=[O:25])[C:11]([CH3:24])([CH3:23])[C@:12]([C:15]2[CH:20]=[C:19]([NH:21][C:34]([C:30]3([C:29]([F:38])([F:37])[F:28])[CH2:33][CH2:32][CH2:31]3)=[O:35])[CH:18]=[CH:17][C:16]=2[F:22])([CH3:14])[N:13]=1.